This data is from Forward reaction prediction with 1.9M reactions from USPTO patents (1976-2016). The task is: Predict the product of the given reaction. (1) Given the reactants C([O:3][C:4](=[O:37])[C:5]1[CH:10]=[CH:9][C:8]([C:11]2[CH:12]=[N:13][CH:14]=[C:15]([CH2:17][C:18]([O:20][CH2:21][CH3:22])=[O:19])[CH:16]=2)=[C:7]([CH2:23][N:24](C(OCC2C=CC=CC=2)=O)[CH2:25][CH3:26])[CH:6]=1)C, predict the reaction product. The product is: [CH2:21]([O:20][C:18]([CH2:17][C:15]1[CH:16]=[C:11]([C:8]2[CH:9]=[CH:10][C:5]([C:4]([OH:37])=[O:3])=[CH:6][C:7]=2[CH2:23][NH:24][CH2:25][CH3:26])[CH:12]=[N:13][CH:14]=1)=[O:19])[CH3:22]. (2) Given the reactants [Cl:1][C:2]1[CH:22]=[CH:21][CH:20]=[C:19]([Cl:23])[C:3]=1[CH2:4][C:5]1[S:6][C:7]2[N:8]=[C:9]([S:17][CH3:18])[N:10]=[C:11]([O:14]CC)[C:12]=2[N:13]=1.O1CCOCC1.Cl, predict the reaction product. The product is: [Cl:1][C:2]1[CH:22]=[CH:21][CH:20]=[C:19]([Cl:23])[C:3]=1[CH2:4][C:5]1[S:6][C:7]2[N:8]=[C:9]([S:17][CH3:18])[N:10]=[C:11]([OH:14])[C:12]=2[N:13]=1. (3) Given the reactants [CH2:1]([C:5]1[N:6]=[C:7]([CH3:27])[NH:8][C:9](=[O:26])[C:10]=1[CH2:11][C:12]1[CH:17]=[CH:16][C:15]([C:18]2[C:19]([C:24]#[N:25])=[CH:20][CH:21]=[CH:22][CH:23]=2)=[CH:14][CH:13]=1)[CH2:2][CH2:3][CH3:4].IC.[H-].[Na+].[C:32](OCC)(=O)C, predict the reaction product. The product is: [CH2:1]([C:5]1[N:6]=[C:7]([CH3:27])[N:8]([CH3:32])[C:9](=[O:26])[C:10]=1[CH2:11][C:12]1[CH:17]=[CH:16][C:15]([C:18]2[C:19]([C:24]#[N:25])=[CH:20][CH:21]=[CH:22][CH:23]=2)=[CH:14][CH:13]=1)[CH2:2][CH2:3][CH3:4].